Dataset: NCI-60 drug combinations with 297,098 pairs across 59 cell lines. Task: Regression. Given two drug SMILES strings and cell line genomic features, predict the synergy score measuring deviation from expected non-interaction effect. (1) Drug 1: C1=CN(C(=O)N=C1N)C2C(C(C(O2)CO)O)O.Cl. Drug 2: C(CC(=O)O)C(=O)CN.Cl. Cell line: RPMI-8226. Synergy scores: CSS=18.5, Synergy_ZIP=-7.65, Synergy_Bliss=-3.61, Synergy_Loewe=-0.00748, Synergy_HSA=-0.00657. (2) Drug 1: CS(=O)(=O)OCCCCOS(=O)(=O)C. Drug 2: CCN(CC)CCCC(C)NC1=C2C=C(C=CC2=NC3=C1C=CC(=C3)Cl)OC. Cell line: MDA-MB-231. Synergy scores: CSS=23.0, Synergy_ZIP=-7.42, Synergy_Bliss=-3.58, Synergy_Loewe=-15.2, Synergy_HSA=-3.78. (3) Drug 1: C1CC(=O)NC(=O)C1N2CC3=C(C2=O)C=CC=C3N. Drug 2: CCCS(=O)(=O)NC1=C(C(=C(C=C1)F)C(=O)C2=CNC3=C2C=C(C=N3)C4=CC=C(C=C4)Cl)F. Cell line: SN12C. Synergy scores: CSS=1.59, Synergy_ZIP=-2.18, Synergy_Bliss=-0.126, Synergy_Loewe=-2.06, Synergy_HSA=-2.05. (4) Drug 1: C1=CC(=CC=C1CCC2=CNC3=C2C(=O)NC(=N3)N)C(=O)NC(CCC(=O)O)C(=O)O. Drug 2: C1=NC2=C(N=C(N=C2N1C3C(C(C(O3)CO)O)O)F)N. Cell line: LOX IMVI. Synergy scores: CSS=50.7, Synergy_ZIP=5.91, Synergy_Bliss=3.87, Synergy_Loewe=-25.6, Synergy_HSA=2.22. (5) Drug 1: CC1C(C(=O)NC(C(=O)N2CCCC2C(=O)N(CC(=O)N(C(C(=O)O1)C(C)C)C)C)C(C)C)NC(=O)C3=C4C(=C(C=C3)C)OC5=C(C(=O)C(=C(C5=N4)C(=O)NC6C(OC(=O)C(N(C(=O)CN(C(=O)C7CCCN7C(=O)C(NC6=O)C(C)C)C)C)C(C)C)C)N)C. Drug 2: C1C(C(OC1N2C=NC3=C2NC=NCC3O)CO)O. Cell line: OVCAR-5. Synergy scores: CSS=12.4, Synergy_ZIP=0.576, Synergy_Bliss=1.18, Synergy_Loewe=-0.169, Synergy_HSA=-0.125. (6) Drug 1: CC1=C(C=C(C=C1)C(=O)NC2=CC(=CC(=C2)C(F)(F)F)N3C=C(N=C3)C)NC4=NC=CC(=N4)C5=CN=CC=C5. Drug 2: CN(C(=O)NC(C=O)C(C(C(CO)O)O)O)N=O. Cell line: EKVX. Synergy scores: CSS=2.61, Synergy_ZIP=-1.07, Synergy_Bliss=-1.30, Synergy_Loewe=3.02, Synergy_HSA=-0.710. (7) Drug 1: CN1CCC(CC1)COC2=C(C=C3C(=C2)N=CN=C3NC4=C(C=C(C=C4)Br)F)OC. Drug 2: C1C(C(OC1N2C=NC3=C(N=C(N=C32)Cl)N)CO)O. Cell line: SNB-75. Synergy scores: CSS=6.64, Synergy_ZIP=-2.34, Synergy_Bliss=-0.554, Synergy_Loewe=-3.00, Synergy_HSA=-1.54. (8) Drug 1: CC1=C(C(=CC=C1)Cl)NC(=O)C2=CN=C(S2)NC3=CC(=NC(=N3)C)N4CCN(CC4)CCO. Drug 2: CNC(=O)C1=NC=CC(=C1)OC2=CC=C(C=C2)NC(=O)NC3=CC(=C(C=C3)Cl)C(F)(F)F. Cell line: LOX IMVI. Synergy scores: CSS=5.53, Synergy_ZIP=-2.57, Synergy_Bliss=-1.57, Synergy_Loewe=-36.3, Synergy_HSA=-2.41. (9) Drug 1: CCCCCOC(=O)NC1=NC(=O)N(C=C1F)C2C(C(C(O2)C)O)O. Drug 2: CC1C(C(CC(O1)OC2CC(CC3=C2C(=C4C(=C3O)C(=O)C5=CC=CC=C5C4=O)O)(C(=O)C)O)N)O. Cell line: NCI-H322M. Synergy scores: CSS=42.3, Synergy_ZIP=1.89, Synergy_Bliss=2.89, Synergy_Loewe=-51.2, Synergy_HSA=0.559. (10) Drug 1: COC1=CC(=CC(=C1O)OC)C2C3C(COC3=O)C(C4=CC5=C(C=C24)OCO5)OC6C(C(C7C(O6)COC(O7)C8=CC=CS8)O)O. Drug 2: CN(CC1=CN=C2C(=N1)C(=NC(=N2)N)N)C3=CC=C(C=C3)C(=O)NC(CCC(=O)O)C(=O)O. Cell line: NCI-H522. Synergy scores: CSS=44.0, Synergy_ZIP=-6.24, Synergy_Bliss=-4.61, Synergy_Loewe=-4.89, Synergy_HSA=-4.22.